This data is from hERG potassium channel inhibition data for cardiac toxicity prediction from Karim et al.. The task is: Regression/Classification. Given a drug SMILES string, predict its toxicity properties. Task type varies by dataset: regression for continuous values (e.g., LD50, hERG inhibition percentage) or binary classification for toxic/non-toxic outcomes (e.g., AMES mutagenicity, cardiotoxicity, hepatotoxicity). Dataset: herg_karim. (1) The compound is CCOC(=O)C1=C(CN2CCOCC2C(=O)NC)NC(c2nccs2)=NC1c1ccc(F)cc1Br. The result is 0 (non-blocker). (2) The drug is O[C@@H](c1cccnc1-c1cccc(C(F)(F)F)c1)C(c1cccnc1)c1cccnc1. The result is 0 (non-blocker). (3) The molecule is CC(C)NCC(O)c1ccc(NS(C)(=O)=O)cc1. The result is 0 (non-blocker). (4) The molecule is O=c1[nH]c2ccccc2n1C1CCN(Cc2ccc(-c3nc4cc5nc[nH]c5cc4nc3-c3ccccc3)cc2)CC1. The result is 0 (non-blocker). (5) The drug is COC(=O)NCCc1cc(Cl)c(Cl)c(CN(C(=O)C2CNCCC2c2ccn(C)c(=O)c2)C2CC2)c1. The result is 0 (non-blocker). (6) The compound is COc1ccc(Cn2c([C@@H]3CCCN(C(C)C)C3)nc3ccccc32)cc1. The result is 1 (blocker). (7) The molecule is COc1cc(C)nc(Nc2cc(N[C@@H]3CS(=O)(=O)CC[C@@H]3N)cnc2C(N)=O)c1. The result is 0 (non-blocker). (8) The molecule is COc1ccc(C2(c3cccc(-c4cncnc4)c3)N=C(N)C(C(C)C)=N2)cc1. The result is 0 (non-blocker).